This data is from Forward reaction prediction with 1.9M reactions from USPTO patents (1976-2016). The task is: Predict the product of the given reaction. (1) Given the reactants [C:1]([O:5][CH2:6][CH2:7][CH2:8][CH2:9][OH:10])(=[O:4])[CH:2]=[CH2:3].C(N([CH2:16][CH3:17])CC)C.[C:18](Cl)(=[O:22])[C:19](Cl)=[O:20], predict the reaction product. The product is: [C:1]([O:5][CH2:6][CH2:7][CH2:8][CH2:9][O:10][C:18](=[O:22])[C:19]([O:10][CH2:9][CH2:8][CH2:7][CH2:6][O:5][C:1](=[O:4])[CH:16]=[CH2:17])=[O:20])(=[O:4])[CH:2]=[CH2:3]. (2) Given the reactants [N:1]1([CH:7]2[CH2:12][CH2:11][CH:10]([O:13][C:14]3[N:15]=[CH:16][N:17]=[C:18]4[C:25]=3[C:24]3[CH:23]([CH2:26]O)[CH2:22][CH2:21][C:20]=3[S:19]4)[CH2:9][CH2:8]2)[CH2:6][CH2:5][O:4][CH2:3][CH2:2]1.N1C=CN=C1.C1C=CC(P(C2C=CC=CC=2)C2C=CC=CC=2)=CC=1.[I:52]I, predict the reaction product. The product is: [I:52][CH2:26][CH:23]1[CH2:22][CH2:21][C:20]2[S:19][C:18]3[C:25](=[C:14]([O:13][CH:10]4[CH2:11][CH2:12][CH:7]([N:1]5[CH2:6][CH2:5][O:4][CH2:3][CH2:2]5)[CH2:8][CH2:9]4)[N:15]=[CH:16][N:17]=3)[C:24]1=2.